Dataset: Forward reaction prediction with 1.9M reactions from USPTO patents (1976-2016). Task: Predict the product of the given reaction. (1) Given the reactants [CH3:1][C:2]1[C:10]2[CH2:9][O:8][C:7](=[O:11])[C:6]=2[CH:5]=[CH:4][C:3]=1/[CH:12]=[CH:13]/[CH:14]1[CH2:19][CH2:18][N:17]([C:20]([O:22][C:23]([CH3:26])([CH3:25])[CH3:24])=[O:21])[CH2:16][CH2:15]1.[OH-:27].[Na+].OO, predict the reaction product. The product is: [OH:27][CH:13]([CH:14]1[CH2:19][CH2:18][N:17]([C:20]([O:22][C:23]([CH3:26])([CH3:25])[CH3:24])=[O:21])[CH2:16][CH2:15]1)[CH2:12][C:3]1[CH:4]=[CH:5][C:6]2[C:7](=[O:11])[O:8][CH2:9][C:10]=2[C:2]=1[CH3:1]. (2) Given the reactants Cl[C:2]1[C:11]([CH3:12])=[C:10]([Cl:13])[C:9]2[C:4](=[CH:5][C:6]([F:15])=[CH:7][C:8]=2[F:14])[N:3]=1.[F:16][C:17]([F:28])([F:27])[C:18]1[CH:23]=[CH:22][C:21](B(O)O)=[CH:20][N:19]=1.C(=O)([O-])[O-].[K+].[K+], predict the reaction product. The product is: [Cl:13][C:10]1[C:9]2[C:4](=[CH:5][C:6]([F:15])=[CH:7][C:8]=2[F:14])[N:3]=[C:2]([C:21]2[CH:20]=[N:19][C:18]([C:17]([F:28])([F:27])[F:16])=[CH:23][CH:22]=2)[C:11]=1[CH3:12]. (3) Given the reactants [CH3:1][N:2]1[CH2:7][CH2:6][C:5](=[O:8])[CH2:4][CH2:3]1.[N+:9]([CH3:12])([O-:11])=[O:10].CO[Na], predict the reaction product. The product is: [CH3:1][N:2]1[CH2:7][CH2:6][C:5]([CH2:12][N+:9]([O-:11])=[O:10])([OH:8])[CH2:4][CH2:3]1. (4) Given the reactants [Cl:1][C:2]1[CH:3]=[C:4]([CH:6]=[CH:7][C:8]=1[O:9][CH3:10])[NH2:5].[N+]([C:14]1[CH:19]=CC(O)=C[CH:15]=1)([O-])=O.OCC(CO)O.S(=O)(=O)(O)O, predict the reaction product. The product is: [Cl:1][C:2]1[CH:3]=[C:4]2[C:6]([CH:15]=[CH:14][CH:19]=[N:5]2)=[CH:7][C:8]=1[O:9][CH3:10]. (5) The product is: [C:1]([O:5][C:6]([NH:8][C@@H:9]1[CH2:10][CH2:11][C@H:12]([N:15]2[C:20](=[O:21])[C:19]3[CH:22]=[C:23]([F:26])[CH:24]=[N:25][C:18]=3[N:17]([C:27]3[CH:28]=[C:29]([CH:34]=[CH:35][CH:36]=3)[C:30]([OH:32])=[O:31])[C:16]2=[O:37])[CH2:13][CH2:14]1)=[O:7])([CH3:4])([CH3:2])[CH3:3]. Given the reactants [C:1]([O:5][C:6]([NH:8][C@@H:9]1[CH2:14][CH2:13][C@H:12]([N:15]2[C:20](=[O:21])[C:19]3[CH:22]=[C:23]([F:26])[CH:24]=[N:25][C:18]=3[N:17]([C:27]3[CH:28]=[C:29]([CH:34]=[CH:35][CH:36]=3)[C:30]([O:32]C)=[O:31])[C:16]2=[O:37])[CH2:11][CH2:10]1)=[O:7])([CH3:4])([CH3:3])[CH3:2].[OH-].[Li+], predict the reaction product. (6) Given the reactants C1(C2C(CC3C=CN=CC=3)=C(C(N[C@H](C3C=CC=CC=3)CC)=O)C3C(=CC=CC=3)N=2)C=CC=CC=1.FC(F)(F)C(O)=O.[C:43]1([C:49]2[C:58]([CH2:59][C:60]3[CH:65]=[CH:64][N:63]=[CH:62][CH:61]=3)=[C:57]([C:66]([OH:68])=[O:67])[C:56]3[C:51](=[CH:52][CH:53]=[CH:54][CH:55]=3)[N:50]=2)[CH:48]=[CH:47][CH:46]=[CH:45][CH:44]=1.[ClH:69], predict the reaction product. The product is: [ClH:69].[C:43]1([C:49]2[C:58]([CH2:59][C:60]3[CH:61]=[CH:62][N:63]=[CH:64][CH:65]=3)=[C:57]([C:66]([OH:68])=[O:67])[C:56]3[C:51](=[CH:52][CH:53]=[CH:54][CH:55]=3)[N:50]=2)[CH:44]=[CH:45][CH:46]=[CH:47][CH:48]=1.